Dataset: Full USPTO retrosynthesis dataset with 1.9M reactions from patents (1976-2016). Task: Predict the reactants needed to synthesize the given product. (1) Given the product [F:29][C:20]1[CH:21]=[C:22]([C:23]2[O:25][N:49]=[C:47]([CH3:48])[N:46]=2)[CH:26]=[C:27]([F:28])[C:19]=1[C:14]1[C:13](=[O:30])[CH:12]=[CH:11][N:10]2[C:15]=1[CH:16]=[CH:17][CH:18]=[C:9]2[C:3]1[CH:4]=[CH:5][C:6]([F:8])=[CH:7][C:2]=1[F:1], predict the reactants needed to synthesize it. The reactants are: [F:1][C:2]1[CH:7]=[C:6]([F:8])[CH:5]=[CH:4][C:3]=1[C:9]1[N:10]2[C:15]([CH:16]=[CH:17][CH:18]=1)=[C:14]([C:19]1[C:27]([F:28])=[CH:26][C:22]([C:23]([OH:25])=O)=[CH:21][C:20]=1[F:29])[C:13](=[O:30])[CH:12]=[CH:11]2.C(Cl)CCl.C1C=CC2N(O)N=NC=2C=1.O[N:46]=[C:47]([NH2:49])[CH3:48]. (2) Given the product [ClH:48].[CH2:36]([C:33]1([C:30]2[CH:29]=[CH:28][C:27]([CH2:26][CH:15]([NH:16][S:17]([C:20]3[CH:25]=[CH:24][CH:23]=[CH:22][N:21]=3)(=[O:19])=[O:18])[C:11]3[N:10]=[C:9]([NH:8][CH2:40][C:41]([OH:43])=[O:42])[CH:14]=[CH:13][CH:12]=3)=[CH:32][CH:31]=2)[CH2:35][CH2:34]1)[CH2:37][CH2:38][CH3:39], predict the reactants needed to synthesize it. The reactants are: C(OC([N:8]([CH2:40][C:41]([O:43]C(C)(C)C)=[O:42])[C:9]1[CH:14]=[CH:13][CH:12]=[C:11]([CH:15]([CH2:26][C:27]2[CH:32]=[CH:31][C:30]([C:33]3([CH2:36][CH2:37][CH2:38][CH3:39])[CH2:35][CH2:34]3)=[CH:29][CH:28]=2)[NH:16][S:17]([C:20]2[CH:25]=[CH:24][CH:23]=[CH:22][N:21]=2)(=[O:19])=[O:18])[N:10]=1)=O)(C)(C)C.[ClH:48].O1CCOCC1. (3) Given the product [NH:29]1[CH:28]=[C:27]([C:2]2[CH:7]=[CH:6][N:5]=[C:4]3[N:8]([CH2:11][O:12][CH2:13][CH2:14][Si:15]([CH3:18])([CH3:17])[CH3:16])[CH:9]=[CH:10][C:3]=23)[CH:31]=[N:30]1, predict the reactants needed to synthesize it. The reactants are: Br[C:2]1[CH:7]=[CH:6][N:5]=[C:4]2[N:8]([CH2:11][O:12][CH2:13][CH2:14][Si:15]([CH3:18])([CH3:17])[CH3:16])[CH:9]=[CH:10][C:3]=12.CC1(C)C(C)(C)OB([C:27]2[CH:28]=[N:29][NH:30][CH:31]=2)O1.CN(C=O)C.C(=O)([O-])[O-].[K+].[K+].